This data is from Full USPTO retrosynthesis dataset with 1.9M reactions from patents (1976-2016). The task is: Predict the reactants needed to synthesize the given product. (1) Given the product [C:1]([O:5][C:6](=[O:30])[CH2:7][C:8]1[CH:13]=[CH:12][CH:11]=[C:10]([N:14]2[CH2:29][CH2:28][C:17]3([N:21]([CH2:38][C:39]4[CH:44]=[CH:43][C:42]([O:45][C:46]([F:47])([F:48])[F:49])=[CH:41][CH:40]=4)[C:20](=[O:22])[N:19]([CH2:23][CH:24]4[CH2:25][CH2:26]4)[C:18]3=[O:27])[CH2:16][CH2:15]2)[CH:9]=1)([CH3:4])([CH3:2])[CH3:3], predict the reactants needed to synthesize it. The reactants are: [C:1]([O:5][C:6](=[O:30])[CH2:7][C:8]1[CH:13]=[CH:12][CH:11]=[C:10]([N:14]2[CH2:29][CH2:28][C:17]3([NH:21][C:20](=[O:22])[N:19]([CH2:23][CH:24]4[CH2:26][CH2:25]4)[C:18]3=[O:27])[CH2:16][CH2:15]2)[CH:9]=1)([CH3:4])([CH3:3])[CH3:2].C([O-])([O-])=O.[Cs+].[Cs+].Br[CH2:38][C:39]1[CH:44]=[CH:43][C:42]([O:45][C:46]([F:49])([F:48])[F:47])=[CH:41][CH:40]=1. (2) Given the product [O:11]=[S:10]1(=[O:12])[N:9]([C:6]2[CH:7]=[CH:8][C:3]([C:1]#[N:2])=[C:4]([C:22]([F:25])([F:24])[F:23])[CH:5]=2)[CH2:19][C@H:18]2[C@@H:13]1[C@@H:14]1[CH2:21][C@H:17]2[CH:16]=[CH:15]1, predict the reactants needed to synthesize it. The reactants are: [C:1]([C:3]1[CH:8]=[CH:7][C:6]([NH:9][S:10]([C@H:13]2[C@@H:18]([CH2:19]O)[C@@H:17]3[CH2:21][C@H:14]2[CH:15]=[CH:16]3)(=[O:12])=[O:11])=[CH:5][C:4]=1[C:22]([F:25])([F:24])[F:23])#[N:2].C1(P(C2C=CC=CC=2)C2C=CC=CC=2)C=CC=CC=1.CC(OC(/N=N/C(OC(C)C)=O)=O)C. (3) Given the product [NH2:21][C:3]1[CH:2]=[C:7]([O:8][C:9]2[CH:10]=[C:11]([Cl:16])[CH:12]=[C:13]([Cl:15])[CH:14]=2)[N:6]=[C:5]([C:17]([OH:19])=[O:18])[C:4]=1[Cl:20], predict the reactants needed to synthesize it. The reactants are: C[C:2]1[C:3]([NH2:21])=[C:4]([Cl:20])[C:5]([C:17]([OH:19])=[O:18])=[N:6][C:7]=1[O:8][C:9]1[CH:14]=[C:13]([Cl:15])[CH:12]=[C:11]([Cl:16])[CH:10]=1.[OH-].[Na+]. (4) Given the product [O:37]=[C:35]1[C:34]2([CH2:43][O:42][CH2:41][CH2:40][O:39][CH2:38]2)[N:33]([C:18]([O:20][C:21]([CH3:22])([CH3:23])[CH3:24])=[O:19])[CH2:32][C@@H:31]([C:25]2[CH:30]=[CH:29][CH:28]=[CH:27][CH:26]=2)[NH:36]1, predict the reactants needed to synthesize it. The reactants are: CCN(C(C)C)C(C)C.[C:21]([O:20][C:18](O[C:18]([O:20][C:21]([CH3:24])([CH3:23])[CH3:22])=[O:19])=[O:19])([CH3:24])([CH3:23])[CH3:22].[C:25]1([C@H:31]2[NH:36][C:35](=[O:37])[C:34]3([CH2:43][O:42][CH2:41][CH2:40][O:39][CH2:38]3)[NH:33][CH2:32]2)[CH:30]=[CH:29][CH:28]=[CH:27][CH:26]=1. (5) Given the product [Br:1][C:2]1[CH:7]=[CH:6][C:5]([C:8](=[C:18]2[CH2:24][CH2:23][CH2:22][CH2:21][CH2:20][CH2:19]2)[C:10]2[CH:15]=[CH:14][C:13]([OH:16])=[CH:12][CH:11]=2)=[CH:4][C:3]=1[F:17], predict the reactants needed to synthesize it. The reactants are: [Br:1][C:2]1[CH:7]=[CH:6][C:5]([C:8]([C:10]2[CH:15]=[CH:14][C:13]([OH:16])=[CH:12][CH:11]=2)=O)=[CH:4][C:3]=1[F:17].[C:18]1(=O)[CH2:24][CH2:23][CH2:22][CH2:21][CH2:20][CH2:19]1. (6) Given the product [N+:1]([C:4]1[CH:12]=[CH:11][C:7]([C:8]([O:24][C@@H:20]2[C:16]3[N:17]=[CH:18][N:19]=[C:14]([Cl:13])[C:15]=3[C@H:22]([CH3:23])[CH2:21]2)=[O:9])=[CH:6][CH:5]=1)([O-:3])=[O:2].[N+:1]([C:4]1[CH:12]=[CH:11][C:7]([C:8]([O:24][C@H:20]2[C:16]3[N:17]=[CH:18][N:19]=[C:14]([Cl:13])[C:15]=3[C@H:22]([CH3:23])[CH2:21]2)=[O:9])=[CH:6][CH:5]=1)([O-:3])=[O:2], predict the reactants needed to synthesize it. The reactants are: [N+:1]([C:4]1[CH:12]=[CH:11][C:7]([C:8](Cl)=[O:9])=[CH:6][CH:5]=1)([O-:3])=[O:2].[Cl:13][C:14]1[C:15]2[C@H:22]([CH3:23])[CH2:21][CH:20]([OH:24])[C:16]=2[N:17]=[CH:18][N:19]=1.CCN(CC)CC.